Task: Predict the reactants needed to synthesize the given product.. Dataset: Full USPTO retrosynthesis dataset with 1.9M reactions from patents (1976-2016) (1) Given the product [ClH:57].[CH3:55][O:54][C:52](=[O:53])[NH:51][C@H:47]([C:46]([N:42]1[CH2:43][CH2:44][CH2:45][C@H:41]1[C:38]1[NH:37][C:36]([C:33]2[CH:32]=[CH:31][C:30]([C:27]3[C:24]4[S:25][CH:26]=[C:22]([C:19]5[CH:20]=[CH:21][C:15]6[N:14]=[C:13]([C@@H:9]7[CH2:10][CH2:11][CH2:12][NH:8]7)[NH:17][C:16]=6[CH:18]=5)[C:23]=4[S:29][CH:28]=3)=[CH:35][CH:34]=2)=[CH:40][N:39]=1)=[O:56])[CH:48]([CH3:50])[CH3:49], predict the reactants needed to synthesize it. The reactants are: C(OC([N:8]1[CH2:12][CH2:11][CH2:10][C@H:9]1[C:13]1[NH:17][C:16]2[CH:18]=[C:19]([C:22]3[C:23]4[S:29][CH:28]=[C:27]([C:30]5[CH:35]=[CH:34][C:33]([C:36]6[N:37]=[C:38]([C@@H:41]7[CH2:45][CH2:44][CH2:43][N:42]7[C:46](=[O:56])[C@@H:47]([NH:51][C:52]([O:54][CH3:55])=[O:53])[CH:48]([CH3:50])[CH3:49])[NH:39][CH:40]=6)=[CH:32][CH:31]=5)[C:24]=4[S:25][CH:26]=3)[CH:20]=[CH:21][C:15]=2[N:14]=1)=O)(C)(C)C.[ClH:57]. (2) Given the product [F:8][C:7]1[CH:6]=[CH:5][CH:4]=[C:3]([N:9]=[C:10]=[S:14])[C:2]=1[F:1], predict the reactants needed to synthesize it. The reactants are: [F:1][C:2]1[C:7]([F:8])=[CH:6][CH:5]=[CH:4][C:3]=1[NH:9][C:10]1[S:14]C=NC=1C(O)=O.CC1N=C(N)C=CC=1.FC1C(F)=CC=CC=1N.